From a dataset of Catalyst prediction with 721,799 reactions and 888 catalyst types from USPTO. Predict which catalyst facilitates the given reaction. (1) Reactant: [Na].[NH2:2][C:3]1[NH:4][C:5](=[S:17])[C:6]([C:15]#[N:16])=[C:7]([C:9]2[CH:14]=[CH:13][CH:12]=[CH:11][CH:10]=2)[N:8]=1.Br[CH2:19][CH2:20][O:21][C:22](=[O:24])[CH3:23]. Product: [CH2:20]([O:21][C:22]([C:23]1[S:17][C:5]2[N:4]=[C:3]([NH2:2])[N:8]=[C:7]([C:9]3[CH:14]=[CH:13][CH:12]=[CH:11][CH:10]=3)[C:6]=2[C:15]=1[NH2:16])=[O:24])[CH3:19]. The catalyst class is: 8. (2) Reactant: [C:1]([N:5]1[CH2:31][CH2:30][CH2:29][CH2:28][C:8]2[C:9](Br)=[C:10]3[C:19]4[CH:18]=[C:17]([S:20]([CH2:23][CH3:24])(=[O:22])=[O:21])[C:16]([O:25][CH3:26])=[CH:15][C:14]=4[CH2:13][CH2:12][N:11]3[C:7]=2[C:6]1=[O:32])([CH3:4])([CH3:3])[CH3:2].C([Sn](CCCC)(CCCC)[C:38]1[S:39][CH:40]=[CH:41][CH:42]=1)CCC. Product: [C:1]([N:5]1[CH2:31][CH2:30][CH2:29][CH2:28][C:8]2[C:9]([C:38]3[S:39][CH:40]=[CH:41][CH:42]=3)=[C:10]3[C:19]4[CH:18]=[C:17]([S:20]([CH2:23][CH3:24])(=[O:22])=[O:21])[C:16]([O:25][CH3:26])=[CH:15][C:14]=4[CH2:13][CH2:12][N:11]3[C:7]=2[C:6]1=[O:32])([CH3:4])([CH3:3])[CH3:2]. The catalyst class is: 109. (3) Reactant: [C:1]([O:5][C:6]([N:8]1[CH2:13][CH2:12][O:11][C@H:10]([CH2:14][C:15]2[CH:20]=[CH:19][CH:18]=[C:17]([CH:21]=[O:22])[CH:16]=2)[CH2:9]1)=[O:7])([CH3:4])([CH3:3])[CH3:2].[BH4-].[Na+]. Product: [C:1]([O:5][C:6]([N:8]1[CH2:13][CH2:12][O:11][C@H:10]([CH2:14][C:15]2[CH:20]=[CH:19][CH:18]=[C:17]([CH2:21][OH:22])[CH:16]=2)[CH2:9]1)=[O:7])([CH3:4])([CH3:2])[CH3:3]. The catalyst class is: 125. (4) Reactant: [C:1]1([C:7]2[S:11][C:10]([NH:12][C:13]([NH:15]C(=O)C(Cl)(Cl)Cl)=[O:14])=[C:9]([C:22]([O:24][CH3:25])=[O:23])[CH:8]=2)[CH:6]=[CH:5][CH:4]=[CH:3][CH:2]=1.N. Product: [NH2:15][C:13]([NH:12][C:10]1[S:11][C:7]([C:1]2[CH:6]=[CH:5][CH:4]=[CH:3][CH:2]=2)=[CH:8][C:9]=1[C:22]([O:24][CH3:25])=[O:23])=[O:14]. The catalyst class is: 5. (5) Reactant: [C:1]1([P:17]([C:26]2[CH:31]=[CH:30][CH:29]=[CH:28][CH:27]=2)[C:18]2[CH:23]=[CH:22][C:21]([O:24][CH3:25])=[CH:20][CH:19]=2)[C:14]2[C:15]3=[C:16]4[C:11](=[CH:12][CH:13]=2)[CH:10]=[CH:9][CH:8]=[C:7]4[CH:6]=[CH:5][C:4]3=[CH:3][CH:2]=1.[OH:32]O. Product: [CH3:25][O:24][C:21]1[CH:22]=[CH:23][C:18]([P:17](=[O:32])([C:26]2[CH:31]=[CH:30][CH:29]=[CH:28][CH:27]=2)[C:1]2[C:14]3[C:15]4=[C:16]5[C:11](=[CH:12][CH:13]=3)[CH:10]=[CH:9][CH:8]=[C:7]5[CH:6]=[CH:5][C:4]4=[CH:3][CH:2]=2)=[CH:19][CH:20]=1. The catalyst class is: 22. (6) Reactant: [OH-].[Na+].[CH2:3]([C:5]1[CH:23]=[C:8]2[C:9]([C:15](=[O:22])[CH:16](C)[C:17](OC)=O)=[CH:10][CH:11]=[C:12]([O:13][CH3:14])[N:7]2[N:6]=1)[CH3:4].Cl. Product: [CH2:3]([C:5]1[CH:23]=[C:8]2[C:9]([C:15](=[O:22])[CH2:16][CH3:17])=[CH:10][CH:11]=[C:12]([O:13][CH3:14])[N:7]2[N:6]=1)[CH3:4]. The catalyst class is: 5. (7) Reactant: [C:1]([C:4]1[CH:16]=[C:15]([C:17]2[C:18]([CH3:23])=[N:19][O:20][C:21]=2[CH3:22])[CH:14]=[C:13]2[C:5]=1[C:6]1[CH:7]=[C:8]([C:24]([OH:26])=O)[CH:9]=[CH:10][C:11]=1[NH:12]2)(=[O:3])[NH2:2].CN(C(ON1N=NC2C=CC(=CC1=2)Cl)=[N+](C)C)C.F[P-](F)(F)(F)(F)F.[F:52][CH:53]1[CH2:56][NH:55][CH2:54]1.O. Product: [CH3:23][C:18]1[C:17]([C:15]2[CH:16]=[C:4]([C:1]([NH2:2])=[O:3])[C:5]3[C:6]4[C:11](=[CH:10][CH:9]=[C:8]([C:24]([N:55]5[CH2:56][CH:53]([F:52])[CH2:54]5)=[O:26])[CH:7]=4)[NH:12][C:13]=3[CH:14]=2)=[C:21]([CH3:22])[O:20][N:19]=1. The catalyst class is: 239.